This data is from CYP3A4 substrate classification data from Carbon-Mangels et al.. The task is: Regression/Classification. Given a drug SMILES string, predict its absorption, distribution, metabolism, or excretion properties. Task type varies by dataset: regression for continuous measurements (e.g., permeability, clearance, half-life) or binary classification for categorical outcomes (e.g., BBB penetration, CYP inhibition). Dataset: cyp3a4_substrate_carbonmangels. (1) The molecule is COc1cc(C(C)=O)ccc1OCCCN1CCC(c2noc3cc(F)ccc23)CC1. The result is 1 (substrate). (2) The compound is CN1C(=O)CC[C@H]1c1cccnc1. The result is 0 (non-substrate). (3) The compound is CNS(=O)(=O)Cc1ccc2[nH]cc(CCCN3CCN(c4ncncc4OC)CC3)c2c1. The result is 1 (substrate). (4) The molecule is CN1CCN2c3ccccc3Cc3cccnc3[C@@H]2C1. The result is 1 (substrate). (5) The molecule is CCN(CC)C(=O)[C@]1(c2ccccc2)C[C@@H]1CN. The result is 0 (non-substrate). (6) The molecule is CC(=O)[C@H]1CC[C@H]2[C@@H]3CC[C@H]4C[C@](C)(O)CC[C@]4(C)[C@H]3CC[C@]12C. The result is 1 (substrate).